Dataset: Full USPTO retrosynthesis dataset with 1.9M reactions from patents (1976-2016). Task: Predict the reactants needed to synthesize the given product. (1) The reactants are: [CH2:1]([O:8][C:9]1[C:10]([NH:17][C:18]2[S:19][CH:20]=[C:21]([CH3:23])[N:22]=2)=[N:11][CH:12]=[C:13]([CH:16]=1)[CH:14]=O)[C:2]1[CH:7]=[CH:6][CH:5]=[CH:4][CH:3]=1.[NH:24]1[CH2:29][CH2:28][O:27][CH2:26][CH2:25]1.[BH-](OC(C)=O)(OC(C)=O)OC(C)=O.[Na+].C(=O)(O)[O-].[Na+].[ClH:49]. Given the product [ClH:49].[ClH:49].[CH2:1]([O:8][C:9]1[C:10]([NH:17][C:18]2[S:19][CH:20]=[C:21]([CH3:23])[N:22]=2)=[N:11][CH:12]=[C:13]([CH2:14][N:24]2[CH2:29][CH2:28][O:27][CH2:26][CH2:25]2)[CH:16]=1)[C:2]1[CH:7]=[CH:6][CH:5]=[CH:4][CH:3]=1, predict the reactants needed to synthesize it. (2) Given the product [CH2:7]([O:9][C:10]([C:12]1[N:13]=[N:14][N:15]([CH2:18][C:19]2[CH:24]=[C:23]([C:25]([F:28])([F:27])[F:26])[CH:22]=[C:21]([C:29]([F:32])([F:31])[F:30])[CH:20]=2)[C:16]=1[Cl:2])=[O:11])[CH3:8], predict the reactants needed to synthesize it. The reactants are: P(Cl)(Cl)(Cl)(Cl)[Cl:2].[CH2:7]([O:9][C:10]([C:12]1[N:13]=[N:14][N:15]([CH2:18][C:19]2[CH:24]=[C:23]([C:25]([F:28])([F:27])[F:26])[CH:22]=[C:21]([C:29]([F:32])([F:31])[F:30])[CH:20]=2)[C:16]=1O)=[O:11])[CH3:8].